From a dataset of Reaction yield outcomes from USPTO patents with 853,638 reactions. Predict the reaction yield, written as a fraction of the theoretical maximum amount of product (1.0 means a 100% yield; for example, 0.34 means a 34% yield). (1) The reactants are [CH3:1][C:2]1[N:7]=[C:6]([C:8]([OH:10])=O)[CH:5]=[CH:4][CH:3]=1.[C:11]([C:14]1[C:19]([NH2:20])=[C:18]([CH3:21])[C:17]([O:22][CH3:23])=[CH:16][CH:15]=1)(=[O:13])[CH3:12].N1C=CC=CC=1.O=P(Cl)(Cl)Cl.[OH-].[Na+]. The catalyst is C(Cl)Cl.O. The product is [C:11]([C:14]1[C:19]([NH:20][C:8]([C:6]2[CH:5]=[CH:4][CH:3]=[C:2]([CH3:1])[N:7]=2)=[O:10])=[C:18]([CH3:21])[C:17]([O:22][CH3:23])=[CH:16][CH:15]=1)(=[O:13])[CH3:12]. The yield is 0.860. (2) The reactants are [F:1][C:2]([F:21])([F:20])[O:3][C:4]1[CH:9]=[CH:8][C:7]([N:10]2[N:14]=[C:13]([C:15]([O:17]CC)=[O:16])[CH:12]=[N:11]2)=[CH:6][CH:5]=1.[Li+].[OH-].O.Cl. The catalyst is C1COCC1.CO. The product is [F:21][C:2]([F:1])([F:20])[O:3][C:4]1[CH:5]=[CH:6][C:7]([N:10]2[N:14]=[C:13]([C:15]([OH:17])=[O:16])[CH:12]=[N:11]2)=[CH:8][CH:9]=1. The yield is 0.816. (3) The reactants are [CH2:1]([O:8][C:9]1[C:10]([C:37](O)=[O:38])=[N:11][C:12]([N:19]([CH3:36])[S:20]([CH2:23][CH2:24][CH2:25][CH2:26][CH2:27][NH:28][C:29]([O:31][C:32]([CH3:35])([CH3:34])[CH3:33])=[O:30])(=[O:22])=[O:21])=[C:13]2[C:18]=1[N:17]=[CH:16][CH:15]=[CH:14]2)[C:2]1[CH:7]=[CH:6][CH:5]=[CH:4][CH:3]=1.CN(C(ON1N=NC2C=CC=CC1=2)=[N+](C)C)C.F[P-](F)(F)(F)(F)F.CCN(C(C)C)C(C)C.Cl.[NH2:74][CH2:75][C:76]1[CH:86]=[CH:85][C:84]([F:87])=[CH:83][C:77]=1[C:78]([O:80][CH2:81][CH3:82])=[O:79]. The catalyst is ClCCl. The product is [CH2:1]([O:8][C:9]1[C:10]([C:37]([NH:74][CH2:75][C:76]2[CH:86]=[CH:85][C:84]([F:87])=[CH:83][C:77]=2[C:78]([O:80][CH2:81][CH3:82])=[O:79])=[O:38])=[N:11][C:12]([N:19]([CH3:36])[S:20]([CH2:23][CH2:24][CH2:25][CH2:26][CH2:27][NH:28][C:29]([O:31][C:32]([CH3:33])([CH3:34])[CH3:35])=[O:30])(=[O:21])=[O:22])=[C:13]2[C:18]=1[N:17]=[CH:16][CH:15]=[CH:14]2)[C:2]1[CH:7]=[CH:6][CH:5]=[CH:4][CH:3]=1. The yield is 0.710. (4) The reactants are [Cl:1][C:2]1[CH:10]=[C:9]2[C:5]([C:6]([CH:11]=[O:12])=[CH:7][NH:8]2)=[CH:4][C:3]=1[C:13]1[CH:18]=[CH:17][C:16]([C:19]2([OH:23])[CH2:22][O:21][CH2:20]2)=[CH:15][CH:14]=1.CC(=CC)C.Cl([O-])=[O:30].[Na+].O.OP([O-])(O)=O.[Na+]. The catalyst is CC#N.O. The product is [Cl:1][C:2]1[CH:10]=[C:9]2[C:5]([C:6]([C:11]([OH:30])=[O:12])=[CH:7][NH:8]2)=[CH:4][C:3]=1[C:13]1[CH:18]=[CH:17][C:16]([C:19]2([OH:23])[CH2:22][O:21][CH2:20]2)=[CH:15][CH:14]=1. The yield is 0.340. (5) The reactants are [C:1]([C:5]1[C:6]([OH:18])=[C:7]([CH:12]=[C:13]([N+:15]([O-:17])=[O:16])[CH:14]=1)[C:8]([O:10][CH3:11])=[O:9])([CH3:4])([CH3:3])[CH3:2].[C:19](=O)([O-])[O-].[K+].[K+].S(OC)(OC)(=O)=O. The catalyst is CC(C)=O. The product is [C:1]([C:5]1[C:6]([O:18][CH3:19])=[C:7]([CH:12]=[C:13]([N+:15]([O-:17])=[O:16])[CH:14]=1)[C:8]([O:10][CH3:11])=[O:9])([CH3:4])([CH3:2])[CH3:3]. The yield is 0.870. (6) The reactants are [NH2:1][C:2]1[CH:18]=[CH:17][CH:16]=[C:15]([Cl:19])[C:3]=1[C:4]([NH:6][CH:7]1[CH2:12][CH2:11][C:10](=[O:13])[NH:9][C:8]1=[O:14])=[O:5].[CH:20](OC)(OC)OC.C1(C)C=CC(S(O)(=O)=O)=CC=1. The catalyst is CO. The product is [Cl:19][C:15]1[CH:16]=[CH:17][CH:18]=[C:2]2[C:3]=1[C:4](=[O:5])[N:6]([CH:7]1[CH2:12][CH2:11][C:10](=[O:13])[NH:9][C:8]1=[O:14])[CH:20]=[N:1]2. The yield is 0.480.